Predict the reactants needed to synthesize the given product. From a dataset of Full USPTO retrosynthesis dataset with 1.9M reactions from patents (1976-2016). The reactants are: [F:1][C:2]([F:14])([F:13])[O:3][C:4]1[CH:12]=[CH:11][C:7]([C:8]([OH:10])=O)=[CH:6][CH:5]=1.CN(C(ON1N=NC2C=CC=NC1=2)=[N+](C)C)C.F[P-](F)(F)(F)(F)F.CCN(C(C)C)C(C)C.[NH2:48][C:49]([CH3:67])([CH2:52][O:53][C:54]1[CH:55]=[CH:56][C:57]2[CH2:61][O:60][B:59]([OH:62])[C:58]=2[C:63]=1[N+:64]([O-])=O)[C:50]#[N:51]. Given the product [NH2:64][C:63]1[C:58]2[B:59]([OH:62])[O:60][CH2:61][C:57]=2[CH:56]=[CH:55][C:54]=1[O:53][CH2:52][C:49]([NH:48][C:8](=[O:10])[C:7]1[CH:6]=[CH:5][C:4]([O:3][C:2]([F:1])([F:14])[F:13])=[CH:12][CH:11]=1)([C:50]#[N:51])[CH3:67], predict the reactants needed to synthesize it.